Predict the product of the given reaction. From a dataset of Forward reaction prediction with 1.9M reactions from USPTO patents (1976-2016). (1) The product is: [Cl:17][CH2:13][C:10]1[CH:9]=[C:8]([C:7]2[C:2]([NH2:1])=[N:3][CH:4]=[CH:5][CH:6]=2)[O:12][N:11]=1. Given the reactants [NH2:1][C:2]1[C:7]([C:8]2[O:12][N:11]=[C:10]([CH2:13]O)[CH:9]=2)=[CH:6][CH:5]=[CH:4][N:3]=1.S(Cl)([Cl:17])=O.N1C2C=CC=CC=2N=N1.[OH-].[Na+], predict the reaction product. (2) Given the reactants [Br:1][C:2]1[CH:10]=[CH:9][C:5]([C:6]([OH:8])=O)=[CH:4][C:3]=1[O:11][CH2:12][CH3:13].C[N:15](C=O)C.[C:19](Cl)(=[O:23])[C:20](Cl)=O, predict the reaction product. The product is: [Br:1][C:2]1[CH:10]=[CH:9][C:5]([C:6]([NH:15][CH2:20][CH2:19][OH:23])=[O:8])=[CH:4][C:3]=1[O:11][CH2:12][CH3:13]. (3) Given the reactants Cl[CH2:2][CH2:3][O:4][C:5]1[CH:9]=[C:8]([CH3:10])[N:7]([C:11]2[CH:16]=[CH:15][C:14]([Cl:17])=[C:13]([Cl:18])[CH:12]=2)[N:6]=1.[NH:19]1[CH2:23][CH2:22][CH:21]([NH:24][C:25](=[O:27])[CH3:26])[CH2:20]1.C([O-])([O-])=O.[K+].[K+].[Na+].[I-], predict the reaction product. The product is: [Cl:18][C:13]1[CH:12]=[C:11]([N:7]2[C:8]([CH3:10])=[CH:9][C:5]([O:4][CH2:3][CH2:2][N:19]3[CH2:23][CH2:22][CH:21]([NH:24][C:25](=[O:27])[CH3:26])[CH2:20]3)=[N:6]2)[CH:16]=[CH:15][C:14]=1[Cl:17]. (4) Given the reactants [H-].[Na+].[C:3](#[N:5])[CH3:4].[C:6]1([CH2:12][C:13](OCC)=[O:14])[CH:11]=[CH:10][CH:9]=[CH:8][CH:7]=1, predict the reaction product. The product is: [O:14]=[C:13]([CH2:12][C:6]1[CH:11]=[CH:10][CH:9]=[CH:8][CH:7]=1)[CH2:4][C:3]#[N:5]. (5) Given the reactants [O:1]1[C:5]2[CH:6]=[CH:7][CH:8]=[CH:9][C:4]=2[NH:3][C:2]1=[O:10].[H-].[Na+].C(OC(=O)[NH:19][C:20]([CH3:25])([CH3:24])[CH2:21][CH2:22]N)(C)(C)C.C(=O)([O-])O.[Na+], predict the reaction product. The product is: [NH2:19][C:20]([CH3:25])([CH3:24])[CH2:21][CH2:22][N:3]1[C:4]2[CH:9]=[CH:8][CH:7]=[CH:6][C:5]=2[O:1][C:2]1=[O:10]. (6) Given the reactants [Br:1][C:2]1[N:3]=[C:4]([C:7]([OH:9])=[O:8])[S:5][CH:6]=1.S(=O)(=O)(O)O.[CH3:15]O, predict the reaction product. The product is: [Br:1][C:2]1[N:3]=[C:4]([C:7]([O:9][CH3:15])=[O:8])[S:5][CH:6]=1. (7) Given the reactants [OH:1][CH:2]1[CH:6](O)[N:5]([CH3:8])[C:4](=[O:9])[N:3]1[CH3:10].S(=O)(=O)(O)O, predict the reaction product. The product is: [CH3:8][N:5]1[CH2:6][C:2](=[O:1])[N:3]([CH3:10])[C:4]1=[O:9]. (8) Given the reactants [C:1]([O:5][C:6]([N:8]1[C@@H:12]([CH2:13][CH:14]=[O:15])[CH2:11][O:10][C:9]1([CH3:17])[CH3:16])=[O:7])([CH3:4])([CH3:3])[CH3:2].[CH2:18]([Mg]Br)[CH:19]=[CH2:20], predict the reaction product. The product is: [C:1]([O:5][C:6]([N:8]1[C@@H:12]([CH2:13][CH:14]([OH:15])[CH2:20][CH:19]=[CH2:18])[CH2:11][O:10][C:9]1([CH3:17])[CH3:16])=[O:7])([CH3:4])([CH3:3])[CH3:2]. (9) Given the reactants [CH3:1][N:2]([CH3:35])[C:3]1[S:4][C@H:5]2[O:11][C@H:10]([C@@H:12]([OH:14])[CH3:13])[C@@H:9]([O:15][CH2:16][C:17]3[CH:22]=[CH:21][C:20]([O:23][CH3:24])=[CH:19][CH:18]=3)[C@H:8]([O:25][CH2:26][C:27]3[CH:32]=[CH:31][C:30]([O:33][CH3:34])=[CH:29][CH:28]=3)[C@H:6]2[N:7]=1.[H-].[Na+].I[CH3:39], predict the reaction product. The product is: [CH3:24][O:23][C:20]1[CH:19]=[CH:18][C:17]([CH2:16][O:15][C@@H:9]2[C@@H:10]([C@@H:12]([O:14][CH3:39])[CH3:13])[O:11][C@H:5]3[C@H:6]([N:7]=[C:3]([N:2]([CH3:1])[CH3:35])[S:4]3)[C@H:8]2[O:25][CH2:26][C:27]2[CH:32]=[CH:31][C:30]([O:33][CH3:34])=[CH:29][CH:28]=2)=[CH:22][CH:21]=1. (10) Given the reactants [CH3:1][O:2][C:3](=[O:16])[CH2:4][NH:5][CH2:6][C:7]1[CH:12]=[CH:11][CH:10]=[CH:9][C:8]=1[N+:13]([O-:15])=[O:14].[C:17](O[C:17]([O:19][C:20]([CH3:23])([CH3:22])[CH3:21])=[O:18])([O:19][C:20]([CH3:23])([CH3:22])[CH3:21])=[O:18], predict the reaction product. The product is: [CH3:1][O:2][C:3](=[O:16])[CH2:4][N:5]([C:17]([O:19][C:20]([CH3:23])([CH3:22])[CH3:21])=[O:18])[CH2:6][C:7]1[CH:12]=[CH:11][CH:10]=[CH:9][C:8]=1[N+:13]([O-:15])=[O:14].